Dataset: Forward reaction prediction with 1.9M reactions from USPTO patents (1976-2016). Task: Predict the product of the given reaction. (1) Given the reactants C[O:2][C:3](=[O:6])[CH:4]=[CH2:5].C(N(CC)CC)C.[C:14]([C:18]1[CH:23]=[CH:22][C:21]([N:24]2[CH2:31][CH:30]3[CH:26]([CH2:27][NH:28][CH2:29]3)[CH2:25]2)=[CH:20][CH:19]=1)([CH3:17])([CH3:16])[CH3:15].[OH-].[Li+:33], predict the reaction product. The product is: [Li+:33].[C:14]([C:18]1[CH:19]=[CH:20][C:21]([N:24]2[CH2:31][CH:30]3[CH2:29][N:28]([CH2:5][CH2:4][C:3]([O-:2])=[O:6])[CH2:27][CH:26]3[CH2:25]2)=[CH:22][CH:23]=1)([CH3:17])([CH3:15])[CH3:16]. (2) Given the reactants [Br:1][C:2]1[CH:10]=[C:9]2[C:5]([CH:6]=[CH:7][NH:8]2)=[CH:4][CH:3]=1.[H-].[Na+].FC(S(O[Si:21]([CH:28]([CH3:30])[CH3:29])([CH:25]([CH3:27])[CH3:26])[CH:22]([CH3:24])[CH3:23])(=O)=O)(F)F, predict the reaction product. The product is: [Br:1][C:2]1[CH:10]=[C:9]2[C:5]([CH:6]=[CH:7][N:8]2[Si:21]([CH:28]([CH3:30])[CH3:29])([CH:25]([CH3:27])[CH3:26])[CH:22]([CH3:24])[CH3:23])=[CH:4][CH:3]=1. (3) Given the reactants [OH:1][C:2]1[CH:3]=[C:4]([O:15][C:16]2[CH:17]=[N:18][C:19]([S:22]([CH3:25])(=[O:24])=[O:23])=[CH:20][CH:21]=2)[CH:5]=[C:6]2[C:10]=1[NH:9][C:8]([C:11]([O:13]C)=[O:12])=[CH:7]2.C(P(CCCC)CCCC)CCC.[CH3:39][O:40][CH2:41][CH:42](O)[CH3:43].N(C(N1CCCCC1)=O)=NC(N1CCCCC1)=O.[OH-].[Na+], predict the reaction product. The product is: [CH3:39][O:40][CH2:41][CH:42]([CH3:43])[O:1][C:2]1[CH:3]=[C:4]([O:15][C:16]2[CH:17]=[N:18][C:19]([S:22]([CH3:25])(=[O:24])=[O:23])=[CH:20][CH:21]=2)[CH:5]=[C:6]2[C:10]=1[NH:9][C:8]([C:11]([OH:13])=[O:12])=[CH:7]2. (4) Given the reactants [CH:1]1([NH:4][C:5]([C:7]2[CH:8]=[C:9]([C:14]3[CH:19]=[CH:18][C:17]([C:20]([NH:22][NH2:23])=[O:21])=[CH:16][CH:15]=3)[C:10]([CH3:13])=[CH:11][CH:12]=2)=[O:6])[CH2:3][CH2:2]1.[CH2:24](OC(OCC)OCC)C, predict the reaction product. The product is: [CH:1]1([NH:4][C:5]([C:7]2[CH:8]=[C:9]([C:14]3[CH:19]=[CH:18][C:17]([C:20]4[O:21][CH:24]=[N:23][N:22]=4)=[CH:16][CH:15]=3)[C:10]([CH3:13])=[CH:11][CH:12]=2)=[O:6])[CH2:3][CH2:2]1. (5) Given the reactants [CH:1]1([CH2:6][CH:7]([C:12]2[CH:17]=[CH:16][C:15]([S:18]([CH3:21])(=[O:20])=[O:19])=[CH:14][CH:13]=2)[C:8](=[O:11])[CH:9]=[CH2:10])[CH2:5][CH2:4][CH2:3][CH2:2]1.[S:22]1[CH:26]=[CH:25][N:24]=[C:23]1[CH:27]=[O:28].C(N(CC)CC)C, predict the reaction product. The product is: [CH:1]1([CH2:6][CH:7]([C:12]2[CH:17]=[CH:16][C:15]([S:18]([CH3:21])(=[O:20])=[O:19])=[CH:14][CH:13]=2)[C:8](=[O:11])[CH2:9][CH2:10][C:27]([C:23]2[S:22][CH:26]=[CH:25][N:24]=2)=[O:28])[CH2:5][CH2:4][CH2:3][CH2:2]1.